From a dataset of Forward reaction prediction with 1.9M reactions from USPTO patents (1976-2016). Predict the product of the given reaction. (1) Given the reactants C=C.C(O)(=O)C.[CH2:7]=[CH:8][CH2:9][CH3:10].[F:11][C:12]([F:17])([F:16])[C:13]([OH:15])=[O:14], predict the reaction product. The product is: [F:11][C:12]([F:17])([F:16])[C:13]([O:15][CH:8]([CH2:9][CH3:10])[CH3:7])=[O:14]. (2) Given the reactants [C:1]([O:5][C:6](=[O:26])[CH2:7][C:8]1([CH2:18][C:19]([O:21][C:22]([CH3:25])([CH3:24])[CH3:23])=[O:20])[C:13](=[O:14])[O:12]C(C)(C)[O:10][C:9]1=[O:17])([CH3:4])([CH3:3])[CH3:2].O.[OH-].[Li+], predict the reaction product. The product is: [C:22]([O:21][C:19](=[O:20])[CH2:18][C:8]([C:13]([OH:14])=[O:12])([C:9]([OH:17])=[O:10])[CH2:7][C:6]([O:5][C:1]([CH3:2])([CH3:3])[CH3:4])=[O:26])([CH3:23])([CH3:24])[CH3:25]. (3) Given the reactants Cl.[NH2:2][C:3]1[N:7]2[N:8]=[C:9]([C:14]([OH:16])=[O:15])[C:10]([CH3:13])=[C:11]([CH3:12])[C:6]2=[N:5][N:4]=1.S(Cl)([Cl:19])=O.[CH3:21]O, predict the reaction product. The product is: [ClH:19].[NH2:2][C:3]1[N:7]2[N:8]=[C:9]([C:14]([O:16][CH3:21])=[O:15])[C:10]([CH3:13])=[C:11]([CH3:12])[C:6]2=[N:5][N:4]=1. (4) The product is: [CH3:1][C:2]1[S:6][CH:5]=[C:4](/[CH:7]=[C:8](/[C@H:10]2[O:27][C:25](=[O:26])[CH2:24][C@H:23]([OH:28])[C:22]([CH3:30])([CH3:29])[C:20](=[O:21])[C@H:19]([CH3:31])[C@@H:18]([OH:32])[C@@H:17]([CH3:33])[CH2:16][CH2:15][CH2:14][C@H:13]3[O:36][C@H:12]3[CH2:11]2)\[CH3:9])[N:3]=1. Given the reactants [CH3:1][C:2]1[S:6][CH:5]=[C:4](/[CH:7]=[C:8](/[C@H:10]2[O:27][C:25](=[O:26])[CH2:24][C@H:23]([OH:28])[C:22]([CH3:30])([CH3:29])[C:20](=[O:21])[C@H:19]([CH3:31])[C@@H:18]([OH:32])[C@@H:17]([CH3:33])[CH2:16][CH2:15][CH2:14][CH:13]=[CH:12][CH2:11]2)\[CH3:9])[N:3]=1.CC1(C)O[O:36]1, predict the reaction product. (5) Given the reactants [C:1]1([CH:7]=[CH:8][C:9]2[CH:10]=[C:11]([OH:19])[C:12]([CH2:16][CH2:17][CH3:18])=[C:13]([OH:15])[CH:14]=2)[CH:6]=[CH:5][CH:4]=[CH:3][CH:2]=1.C(N([CH2:25][CH3:26])CC)C.[C:27](Cl)(=[O:29])[CH3:28].[OH2:31], predict the reaction product. The product is: [C:27]([O:19][C:11]1[CH:10]=[C:9]([CH:8]=[CH:7][C:1]2[CH:2]=[CH:3][CH:4]=[CH:5][CH:6]=2)[CH:14]=[C:13]([O:15][C:25](=[O:31])[CH3:26])[C:12]=1[CH2:16][CH2:17][CH3:18])(=[O:29])[CH3:28]. (6) Given the reactants [C:1]([C:3]1[CH:8]=[CH:7][C:6]([CH2:9][CH2:10][C:11]2[N:15]([CH3:16])[C:14]3[CH:17]=[CH:18][C:19]([N+:21]([O-])=O)=[CH:20][C:13]=3[N:12]=2)=[CH:5][CH:4]=1)#[N:2], predict the reaction product. The product is: [NH2:21][C:19]1[CH:18]=[CH:17][C:14]2[N:15]([CH3:16])[C:11]([CH2:10][CH2:9][C:6]3[CH:7]=[CH:8][C:3]([C:1]#[N:2])=[CH:4][CH:5]=3)=[N:12][C:13]=2[CH:20]=1.